From a dataset of Reaction yield outcomes from USPTO patents with 853,638 reactions. Predict the reaction yield, written as a fraction of the theoretical maximum amount of product (1.0 means a 100% yield; for example, 0.34 means a 34% yield). (1) The reactants are [C:1]1([CH2:7][C:8](Cl)=[O:9])[CH:6]=[CH:5][CH:4]=[CH:3][CH:2]=1.[CH2:11]([NH:18][C:19]([C:21]1[S:25][C:24]([NH2:26])=[N:23][C:22]=1[CH3:27])=[O:20])[C:12]1[CH:17]=[CH:16][CH:15]=[CH:14][CH:13]=1. No catalyst specified. The product is [CH2:11]([NH:18][C:19]([C:21]1[S:25][C:24]([NH:26][C:8](=[O:9])[CH2:7][C:1]2[CH:6]=[CH:5][CH:4]=[CH:3][CH:2]=2)=[N:23][C:22]=1[CH3:27])=[O:20])[C:12]1[CH:17]=[CH:16][CH:15]=[CH:14][CH:13]=1. The yield is 0.170. (2) The reactants are [F:1][C:2]([F:13])([F:12])[C:3]1[CH:4]=[C:5](B(O)O)[CH:6]=[CH:7][CH:8]=1.[C:14]([O:18][C:19](=[O:30])[NH:20][CH2:21][CH2:22][C:23]1[CH:28]=[CH:27][C:26]([OH:29])=[CH:25][CH:24]=1)([CH3:17])([CH3:16])[CH3:15].N1C=CC=CC=1. The catalyst is C(Cl)Cl.CCOCC.C([O-])(=O)C.[Cu+2].C([O-])(=O)C. The product is [C:14]([O:18][C:19](=[O:30])[NH:20][CH2:21][CH2:22][C:23]1[CH:28]=[CH:27][C:26]([O:29][C:5]2[CH:6]=[CH:7][CH:8]=[C:3]([C:2]([F:13])([F:12])[F:1])[CH:4]=2)=[CH:25][CH:24]=1)([CH3:17])([CH3:15])[CH3:16]. The yield is 0.224. (3) The reactants are [NH2:1][C:2]1[CH:7]=[CH:6][CH:5]=[C:4]([CH3:8])[N:3]=1.[N+:9]([C:11]1[CH:20]=[CH:19][C:14]2[O:15][CH2:16][CH2:17][O:18][C:13]=2[CH:12]=1)#[C-:10].[F:21][CH2:22][CH2:23][O:24][C:25]1[CH:32]=[CH:31][C:28]([CH:29]=O)=[CH:27][C:26]=1[OH:33]. The catalyst is O1CCOCC1.[Cl-].[Zn+2].[Cl-]. The product is [O:15]1[CH2:16][CH2:17][O:18][C:13]2[CH:12]=[C:11]([NH:9][C:10]3[N:3]4[C:4]([CH3:8])=[CH:5][CH:6]=[CH:7][C:2]4=[N:1][C:29]=3[C:28]3[CH:31]=[CH:32][C:25]([O:24][CH2:23][CH2:22][F:21])=[C:26]([OH:33])[CH:27]=3)[CH:20]=[CH:19][C:14]1=2. The yield is 0.140. (4) The yield is 0.960. The catalyst is C(Cl)Cl.O.C(N(CC)CC)C. The product is [C:18]([O:22][C:23](=[O:36])[N:24]([C:29]1[CH:34]=[CH:33][CH:32]=[C:31]([Cl:35])[CH:30]=1)[C@@H:25]([CH3:28])[CH:26]=[O:27])([CH3:19])([CH3:20])[CH3:21]. The reactants are C(Cl)(=O)C(Cl)=O.C(=O)=O.CC(C)=O.CS(C)=O.[C:18]([O:22][C:23](=[O:36])[N:24]([C:29]1[CH:34]=[CH:33][CH:32]=[C:31]([Cl:35])[CH:30]=1)[C@@H:25]([CH3:28])[CH2:26][OH:27])([CH3:21])([CH3:20])[CH3:19].